This data is from Full USPTO retrosynthesis dataset with 1.9M reactions from patents (1976-2016). The task is: Predict the reactants needed to synthesize the given product. Given the product [CH3:1][S:2]([C:3]1[N:4]([CH2:37][C:38]([F:40])([F:39])[F:41])[C:5](=[O:36])[C:6]2[C:11]([C:12]3[CH:13]=[CH:14][CH:15]=[CH:16][CH:17]=3)=[C:10]([C:18]3[CH:19]=[CH:20][C:21]([C:24]4([NH:28][C:29](=[O:35])[O:30][C:31]([CH3:34])([CH3:32])[CH3:33])[CH2:25][CH2:26][CH2:27]4)=[CH:22][CH:23]=3)[O:9][C:7]=2[N:8]=1)=[O:42], predict the reactants needed to synthesize it. The reactants are: [CH3:1][S:2][C:3]1[N:4]([CH2:37][C:38]([F:41])([F:40])[F:39])[C:5](=[O:36])[C:6]2[C:11]([C:12]3[CH:17]=[CH:16][CH:15]=[CH:14][CH:13]=3)=[C:10]([C:18]3[CH:23]=[CH:22][C:21]([C:24]4([NH:28][C:29](=[O:35])[O:30][C:31]([CH3:34])([CH3:33])[CH3:32])[CH2:27][CH2:26][CH2:25]4)=[CH:20][CH:19]=3)[O:9][C:7]=2[N:8]=1.[OH:42]OS([O-])=O.[K+].